Dataset: Catalyst prediction with 721,799 reactions and 888 catalyst types from USPTO. Task: Predict which catalyst facilitates the given reaction. Reactant: [C:1]1([NH:7][C@H:8]([C:10]([OH:12])=[O:11])[CH3:9])[CH:6]=[CH:5][CH:4]=[CH:3][CH:2]=1.[N:13](OCCCC)=[O:14]. Product: [N:13]([N:7]([C:1]1[CH:6]=[CH:5][CH:4]=[CH:3][CH:2]=1)[C@H:8]([C:10]([OH:12])=[O:11])[CH3:9])=[O:14]. The catalyst class is: 57.